This data is from Reaction yield outcomes from USPTO patents with 853,638 reactions. The task is: Predict the reaction yield, written as a fraction of the theoretical maximum amount of product (1.0 means a 100% yield; for example, 0.34 means a 34% yield). (1) The reactants are Cl[C:2]1[C:6]2[CH:7]=[CH:8][CH:9]=[CH:10][C:5]=2[O:4][N:3]=1.[C:11]([O:15][C:16]([N:18]1[CH2:23][CH2:22][NH:21][CH2:20][CH2:19]1)=[O:17])([CH3:14])([CH3:13])[CH3:12].C1CCN2C(=NCCC2)CC1. The catalyst is N1C=CC=CC=1. The product is [C:11]([O:15][C:16]([N:18]1[CH2:23][CH2:22][N:21]([C:2]2[C:6]3[CH:7]=[CH:8][CH:9]=[CH:10][C:5]=3[O:4][N:3]=2)[CH2:20][CH2:19]1)=[O:17])([CH3:14])([CH3:12])[CH3:13]. The yield is 0.420. (2) The reactants are [CH3:1][O:2][C:3](=[O:11])[C:4]1[C:5](=[CH:7][CH:8]=[CH:9][CH:10]=1)[NH2:6].C(O)(=O)C.[Br:16][C:17]1[CH:22]=[C:21]([CH:23]=O)[CH:20]=[CH:19][N:18]=1.C([BH3-])#N.[Na+]. The catalyst is CO.O. The product is [CH3:1][O:2][C:3](=[O:11])[C:4]1[CH:10]=[CH:9][CH:8]=[CH:7][C:5]=1[NH:6][CH2:23][C:21]1[CH:20]=[CH:19][N:18]=[C:17]([Br:16])[CH:22]=1. The yield is 0.780. (3) The reactants are [NH:1]=[C:2](SC)[C:3]1[C:4]([CH3:16])=[CH:5][C:6]([CH:13]([CH3:15])[CH3:14])=[C:7]([CH:12]=1)[C:8]([O:10][CH3:11])=[O:9].[CH3:19][O:20][CH2:21][C:22]([NH:24][NH2:25])=O. The catalyst is C(O)(=O)C. The product is [CH:13]([C:6]1[CH:5]=[C:4]([CH3:16])[C:3]([C:2]2[NH:1][C:22]([CH2:21][O:20][CH3:19])=[N:24][N:25]=2)=[CH:12][C:7]=1[C:8]([O:10][CH3:11])=[O:9])([CH3:15])[CH3:14]. The yield is 0.270. (4) The reactants are [C:1]1(=[O:16])[N:5]([CH2:6][CH2:7][CH2:8][CH:9]=O)[C:4](=[O:11])[C:3]2=[CH:12][CH:13]=[CH:14][CH:15]=[C:2]12.CC1C([P+]([O:37][C:38]([CH3:40])=[O:39])(C2C=CC=CC=2)C2C=CC=CC=2)=CC=CC=1.[CH2:41](Cl)Cl. No catalyst specified. The product is [CH3:41][O:37][C:38](=[O:39])[CH:40]=[CH:9][CH2:8][CH2:7][CH2:6][N:5]1[C:4](=[O:11])[C:3]2=[CH:12][CH:13]=[CH:14][CH:15]=[C:2]2[C:1]1=[O:16]. The yield is 0.960.